Predict which catalyst facilitates the given reaction. From a dataset of Catalyst prediction with 721,799 reactions and 888 catalyst types from USPTO. Reactant: [I:1][C:2]1[CH:3]=[C:4]([CH:6]=[CH:7][C:8]=1[CH3:9])[NH2:5].C(N(CC)C(C)C)(C)C.[F:19][C:20]([F:31])([F:30])[C:21]1[CH:22]=[C:23]([CH:27]=[CH:28][CH:29]=1)[C:24](Cl)=[O:25]. Product: [I:1][C:2]1[CH:3]=[C:4]([NH:5][C:24](=[O:25])[C:23]2[CH:27]=[CH:28][CH:29]=[C:21]([C:20]([F:19])([F:30])[F:31])[CH:22]=2)[CH:6]=[CH:7][C:8]=1[CH3:9]. The catalyst class is: 4.